This data is from Forward reaction prediction with 1.9M reactions from USPTO patents (1976-2016). The task is: Predict the product of the given reaction. (1) Given the reactants [CH:1]1([C@@H:7]([NH2:9])[CH3:8])[CH2:6][CH2:5][CH2:4][CH2:3][CH2:2]1.Cl.N[C@@H](C1(O)CCCC1)C.[CH3:20][N:21]1[CH:25]=[C:24]([C:26]2[N:27]=[C:28]3[C:34]([C:35](O)=[O:36])=[CH:33][N:32](COCC[Si](C)(C)C)[C:29]3=[N:30][CH:31]=2)[CH:23]=[N:22]1.C1(C2N=C3C(C(O)=O)=CN(COCC[Si](C)(C)C)C3=NC=2)CC1, predict the reaction product. The product is: [CH:1]1([C@@H:7]([NH:9][C:35]([C:34]2[C:28]3[C:29](=[N:30][CH:31]=[C:26]([C:24]4[CH:23]=[N:22][N:21]([CH3:20])[CH:25]=4)[N:27]=3)[NH:32][CH:33]=2)=[O:36])[CH3:8])[CH2:6][CH2:5][CH2:4][CH2:3][CH2:2]1. (2) The product is: [C:1]1([S:7]([N:10]2[C:18]3[C:13](=[CH:14][C:15]([S:19][CH3:20])=[CH:16][CH:17]=3)[CH:12]=[C:11]2[CH:21]([C:23]2[O:27][C:26]([C:28]([O:30][CH2:31][CH3:32])=[O:29])=[CH:25][CH:24]=2)[OH:22])(=[O:9])=[O:8])[CH:2]=[CH:3][CH:4]=[CH:5][CH:6]=1. Given the reactants [C:1]1([S:7]([N:10]2[C:18]3[C:13](=[CH:14][C:15]([S:19][CH3:20])=[CH:16][CH:17]=3)[CH:12]=[CH:11]2)(=[O:9])=[O:8])[CH:6]=[CH:5][CH:4]=[CH:3][CH:2]=1.[CH:21]([C:23]1[O:27][C:26]([C:28]([O:30][CH2:31][CH3:32])=[O:29])=[CH:25][CH:24]=1)=[O:22].[Cl-].[NH4+], predict the reaction product.